This data is from NCI-60 drug combinations with 297,098 pairs across 59 cell lines. The task is: Regression. Given two drug SMILES strings and cell line genomic features, predict the synergy score measuring deviation from expected non-interaction effect. Drug 1: CC1=CC=C(C=C1)C2=CC(=NN2C3=CC=C(C=C3)S(=O)(=O)N)C(F)(F)F. Drug 2: CC1CCC2CC(C(=CC=CC=CC(CC(C(=O)C(C(C(=CC(C(=O)CC(OC(=O)C3CCCCN3C(=O)C(=O)C1(O2)O)C(C)CC4CCC(C(C4)OC)OCCO)C)C)O)OC)C)C)C)OC. Cell line: TK-10. Synergy scores: CSS=6.78, Synergy_ZIP=1.30, Synergy_Bliss=1.84, Synergy_Loewe=-41.3, Synergy_HSA=-1.90.